Dataset: Full USPTO retrosynthesis dataset with 1.9M reactions from patents (1976-2016). Task: Predict the reactants needed to synthesize the given product. Given the product [Cl:1][C:2]1[CH:3]=[CH:4][C:5]2[N:6]([CH:10]=[C:11]([CH3:12])[N:8]=2)[N:7]=1, predict the reactants needed to synthesize it. The reactants are: [Cl:1][C:2]1[N:7]=[N:6][C:5]([NH2:8])=[CH:4][CH:3]=1.Br[CH2:10][C:11](OC)(OC)[CH3:12].